From a dataset of Full USPTO retrosynthesis dataset with 1.9M reactions from patents (1976-2016). Predict the reactants needed to synthesize the given product. (1) Given the product [C:1]([C:6]1[S:10][C:9]([CH2:11][CH3:12])=[C:8]([CH:13]([NH:20][C:21]2[CH:30]=[CH:29][C:24]([C:25]([OH:27])=[O:26])=[CH:23][CH:22]=2)[CH:14]2[CH2:19][CH2:18][CH2:17][CH2:16][CH2:15]2)[CH:7]=1)(=[O:5])[CH2:2][CH2:3][CH3:4], predict the reactants needed to synthesize it. The reactants are: [C:1]([C:6]1[S:10][C:9]([CH2:11][CH3:12])=[C:8]([CH:13]([NH:20][C:21]2[CH:30]=[CH:29][C:24]([C:25]([O:27]C)=[O:26])=[CH:23][CH:22]=2)[CH:14]2[CH2:19][CH2:18][CH2:17][CH2:16][CH2:15]2)[CH:7]=1)(=[O:5])[CH2:2][CH2:3][CH3:4].O1CCCC1.[OH-].[Na+]. (2) Given the product [N:18]1([C:2]2[CH:11]=[C:10]3[C:5]([CH:6]=[C:7]([NH:12][C:13]([CH:15]4[CH2:17][CH2:16]4)=[O:14])[N:8]=[CH:9]3)=[CH:4][CH:3]=2)[CH2:23][CH2:22][CH2:21][CH2:20][CH2:19]1, predict the reactants needed to synthesize it. The reactants are: Br[C:2]1[CH:11]=[C:10]2[C:5]([CH:6]=[C:7]([NH:12][C:13]([CH:15]3[CH2:17][CH2:16]3)=[O:14])[N:8]=[CH:9]2)=[CH:4][CH:3]=1.[NH:18]1[CH2:23][CH2:22][CH2:21][CH2:20][CH2:19]1.O1CCOCC1.C1(P(C2C=CC=CC=2)C2C=CC3C(=CC=CC=3)C=2C2C3C(=CC=CC=3)C=CC=2P(C2C=CC=CC=2)C2C=CC=CC=2)C=CC=CC=1.C(=O)([O-])[O-].[Cs+].[Cs+]. (3) Given the product [C:1]([O:24][CH2:23][C@H:21]1[O:22][C:17]2[CH:16]=[C:15]([CH2:14][CH2:13][O:12][S:9]([CH3:8])(=[O:10])=[O:11])[CH:26]=[CH:25][C:18]=2[O:19][CH2:20]1)(=[O:6])[C:2]([CH3:5])([CH3:4])[CH3:3], predict the reactants needed to synthesize it. The reactants are: [C:1](Cl)(=[O:6])[C:2]([CH3:5])([CH3:4])[CH3:3].[CH3:8][S:9]([O:12][CH2:13][CH2:14][C:15]1[CH:26]=[CH:25][C:18]2[O:19][CH2:20][C@@H:21]([CH2:23][OH:24])[O:22][C:17]=2[CH:16]=1)(=[O:11])=[O:10].Cl. (4) Given the product [NH2:1][C:2]1[S:3][C:4]([C:17]2[CH:22]=[CH:21][CH:20]=[C:19]([F:23])[CH:18]=2)=[C:5]([C:7]([N:9]2[CH2:14][C@H:13]3[C@H:11]([CH2:12]3)[C@H:10]2[CH2:15][NH:16][C:33]([C:26]2[CH:25]=[N:24][N:28]3[CH:29]=[CH:30][CH:31]=[CH:32][C:27]=23)=[O:34])=[O:8])[N:6]=1, predict the reactants needed to synthesize it. The reactants are: [NH2:1][C:2]1[S:3][C:4]([C:17]2[CH:22]=[CH:21][CH:20]=[C:19]([F:23])[CH:18]=2)=[C:5]([C:7]([N:9]2[CH2:14][C@H:13]3[C@H:11]([CH2:12]3)[C@H:10]2[CH2:15][NH2:16])=[O:8])[N:6]=1.[N:24]1[N:28]2[CH:29]=[CH:30][CH:31]=[CH:32][C:27]2=[C:26]([C:33](O)=[O:34])[CH:25]=1.